From a dataset of Forward reaction prediction with 1.9M reactions from USPTO patents (1976-2016). Predict the product of the given reaction. (1) The product is: [Cl:1][C:2]1[S:6][C:5]([C:7]([NH:9][C:10]2([C:16]([O:18][CH3:19])=[O:17])[CH2:14][CH:13]([OH:21])[CH:12]([OH:15])[CH2:11]2)=[O:8])=[CH:4][CH:3]=1. Given the reactants [Cl:1][C:2]1[S:6][C:5]([C:7]([NH:9][C:10]2([C:16]([O:18][CH3:19])=[O:17])[CH2:14][CH:13]3[O:15][CH:12]3[CH2:11]2)=[O:8])=[CH:4][CH:3]=1.S([O-])(O)(=O)=[O:21].[K+], predict the reaction product. (2) Given the reactants [C:1]([O:7][CH2:8]Cl)(=[O:6])[C:2]([CH3:5])([CH3:4])[CH3:3].[CH2:10]([O:17][C:18]1[CH:27]=[C:26]2[C:21]([C:22](=[O:28])[NH:23][CH:24]=[N:25]2)=[CH:20][C:19]=1[O:29][CH3:30])[C:11]1[CH:16]=[CH:15][CH:14]=[CH:13][CH:12]=1.C(=O)([O-])[O-].[K+].[K+], predict the reaction product. The product is: [C:1]([O:7][CH2:8][N:23]1[C:22](=[O:28])[C:21]2[C:26](=[CH:27][C:18]([O:17][CH2:10][C:11]3[CH:16]=[CH:15][CH:14]=[CH:13][CH:12]=3)=[C:19]([O:29][CH3:30])[CH:20]=2)[N:25]=[CH:24]1)(=[O:6])[C:2]([CH3:5])([CH3:4])[CH3:3]. (3) Given the reactants COC1C=CC(C[N:8](CC2C=CC(OC)=CC=2)[C:9]2[CH:14]=[C:13]([C:15]3[C:16]([NH:32][C:33]4[CH:34]=[N:35][C:36]([O:39][CH3:40])=[CH:37][CH:38]=4)=[N:17][CH:18]=[C:19]([CH2:21][N:22]4[CH2:27][CH2:26][N:25]([S:28]([CH3:31])(=[O:30])=[O:29])[CH2:24][CH2:23]4)[CH:20]=3)[N:12]=[C:11]([CH3:41])[N:10]=2)=CC=1.FC(F)(F)S(O)(=O)=O, predict the reaction product. The product is: [CH3:40][O:39][C:36]1[N:35]=[CH:34][C:33]([NH:32][C:16]2[C:15]([C:13]3[N:12]=[C:11]([CH3:41])[N:10]=[C:9]([NH2:8])[CH:14]=3)=[CH:20][C:19]([CH2:21][N:22]3[CH2:27][CH2:26][N:25]([S:28]([CH3:31])(=[O:30])=[O:29])[CH2:24][CH2:23]3)=[CH:18][N:17]=2)=[CH:38][CH:37]=1. (4) Given the reactants Br[C:2]1[CH:7]=[CH:6][C:5]([CH3:8])=[CH:4][N:3]=1.C1COCC1.[Br:14][C:15]1[CH:20]=[CH:19][C:18](I)=[CH:17][CH:16]=1.C(N(CC(O)=O)CC(O)=O)CN(CC(O)=O)CC(O)=O, predict the reaction product. The product is: [Br:14][C:15]1[CH:20]=[CH:19][C:18]([C:2]2[CH:7]=[CH:6][C:5]([CH3:8])=[CH:4][N:3]=2)=[CH:17][CH:16]=1. (5) Given the reactants [C:1]1([NH:7][C:8]2[CH:17]=[CH:16][C:11]([C:12]([O:14]C)=[O:13])=[CH:10][CH:9]=2)[CH:6]=[CH:5][CH:4]=[CH:3][CH:2]=1.[OH-].[Li+], predict the reaction product. The product is: [C:1]1([NH:7][C:8]2[CH:17]=[CH:16][C:11]([C:12]([OH:14])=[O:13])=[CH:10][CH:9]=2)[CH:2]=[CH:3][CH:4]=[CH:5][CH:6]=1. (6) The product is: [NH2:7][C:8]1[CH:13]=[CH:12][C:11]([CH:14]2[CH2:15][CH2:16][N:17]([C:20](=[O:25])[CH2:21][N:22]([CH3:23])[CH3:24])[CH2:18][CH2:19]2)=[CH:10][CH:9]=1. Given the reactants C(OC(=O)[NH:7][C:8]1[CH:13]=[CH:12][C:11]([CH:14]2[CH2:19][CH2:18][N:17]([C:20](=[O:25])[CH2:21][N:22]([CH3:24])[CH3:23])[CH2:16][CH2:15]2)=[CH:10][CH:9]=1)(C)(C)C.C(O)(C(F)(F)F)=O, predict the reaction product.